Dataset: Forward reaction prediction with 1.9M reactions from USPTO patents (1976-2016). Task: Predict the product of the given reaction. Given the reactants [CH2:1]([O:8][C:9]1[CH:14]=[CH:13][C:12](Cl)=[C:11]([N+:16]([O-:18])=[O:17])[CH:10]=1)[C:2]1[CH:7]=[CH:6][CH:5]=[CH:4][CH:3]=1.[NH2:19][C:20]1[CH:25]=[CH:24][C:23]([SH:26])=[CH:22][CH:21]=1.C(=O)([O-])[O-].[Cs+].[Cs+].C(OCC)(=O)C, predict the reaction product. The product is: [CH2:1]([O:8][C:9]1[CH:14]=[CH:13][C:12]([S:26][C:23]2[CH:24]=[CH:25][C:20]([NH2:19])=[CH:21][CH:22]=2)=[C:11]([N+:16]([O-:18])=[O:17])[CH:10]=1)[C:2]1[CH:7]=[CH:6][CH:5]=[CH:4][CH:3]=1.